Dataset: Full USPTO retrosynthesis dataset with 1.9M reactions from patents (1976-2016). Task: Predict the reactants needed to synthesize the given product. (1) The reactants are: [CH3:1][C:2]1([CH3:18])[O:10][C@H:9]2[C@H:4]([C@@H:5]([CH2:16][OH:17])[O:6][C@@H:7]3[O:13][C:12]([CH3:15])([CH3:14])[O:11][C@@H:8]32)[O:3]1.[CH3:19][C:20]1[CH:24]=[C:23]([CH3:25])[NH:22][C:21]=1/[CH:26]=[C:27]1\[C:28](=[O:39])[N:29]([C:36](Cl)=[O:37])[C:30]2[C:35]\1=[CH:34][CH:33]=[CH:32][CH:31]=2. Given the product [CH3:15][C:12]1([CH3:14])[O:13][C@H:7]2[O:6][CH:5]([CH2:16][O:17][C:36]([N:29]3[C:30]4[C:35](=[CH:34][CH:33]=[CH:32][CH:31]=4)/[C:27](=[CH:26]/[C:21]4[NH:22][C:23]([CH3:25])=[CH:24][C:20]=4[CH3:19])/[C:28]3=[O:39])=[O:37])[C@@H:4]3[O:3][C:2]([CH3:18])([CH3:1])[O:10][C@@H:9]3[C@H:8]2[O:11]1, predict the reactants needed to synthesize it. (2) Given the product [CH2:12]([O:19][C:20]1[C:21]([CH2:34][OH:35])=[N+:22]([O-:9])[CH:23]=[CH:24][C:25]=1[O:26][CH2:27][C:28]1[CH:29]=[CH:30][CH:31]=[CH:32][CH:33]=1)[C:13]1[CH:18]=[CH:17][CH:16]=[CH:15][CH:14]=1, predict the reactants needed to synthesize it. The reactants are: C1C=C(Cl)C=C(C(OO)=[O:9])C=1.[CH2:12]([O:19][C:20]1[C:21]([CH2:34][OH:35])=[N:22][CH:23]=[CH:24][C:25]=1[O:26][CH2:27][C:28]1[CH:33]=[CH:32][CH:31]=[CH:30][CH:29]=1)[C:13]1[CH:18]=[CH:17][CH:16]=[CH:15][CH:14]=1. (3) Given the product [C:2]([C:3]1[N:26]([C:23]2[CH:24]=[CH:25][C:20]([Cl:19])=[CH:21][CH:22]=2)[C:8](=[O:10])[C:7]2[C:6](=[CH:14][C:13]([O:15][CH3:16])=[CH:12][CH:11]=2)[N:5]=1)([CH3:1])([CH3:18])[CH3:17], predict the reactants needed to synthesize it. The reactants are: [CH3:1][C:2]([CH3:18])([CH3:17])[C:3]([NH:5][C:6]1[CH:14]=[C:13]([O:15][CH3:16])[CH:12]=[CH:11][C:7]=1[C:8]([OH:10])=O)=O.[Cl:19][C:20]1[CH:25]=[CH:24][C:23]([NH2:26])=[CH:22][C:21]=1F.ClC1C=CC(N)=CC=1. (4) Given the product [ClH:28].[CH2:1]([N:8]1[CH2:12][CH2:11][C@@H:10]([C:13]([C:26]#[N:27])([C:20]2[CH:25]=[CH:24][CH:23]=[CH:22][CH:21]=2)[C:14]2[CH:15]=[CH:16][CH:17]=[CH:18][CH:19]=2)[CH2:9]1)[C:2]1[CH:3]=[CH:4][CH:5]=[CH:6][CH:7]=1, predict the reactants needed to synthesize it. The reactants are: [CH2:1]([N:8]1[CH2:12][CH2:11][C@@H:10]([C:13]([C:26]#[N:27])([C:20]2[CH:25]=[CH:24][CH:23]=[CH:22][CH:21]=2)[C:14]2[CH:19]=[CH:18][CH:17]=[CH:16][CH:15]=2)[CH2:9]1)[C:2]1[CH:7]=[CH:6][CH:5]=[CH:4][CH:3]=1.[ClH:28]. (5) Given the product [Br:1][C:2]1[C:7]([C:8]([O:10][CH3:11])=[O:9])=[CH:6][N:5]=[CH:4][CH:3]=1, predict the reactants needed to synthesize it. The reactants are: [Br:1][C:2]1[C:7]([C:8]([OH:10])=[O:9])=[CH:6][N:5]=[CH:4][CH:3]=1.[C:11](Cl)(=O)C(Cl)=O.CN(C=O)C.CO. (6) Given the product [CH3:51][O:50][C:45](=[O:49])[C@@H:46]([O:34][C:35]1[CH:44]=[CH:43][CH:42]=[C:41]2[C:36]=1[CH:37]=[CH:38][CH:39]=[N:40]2)[CH3:48], predict the reactants needed to synthesize it. The reactants are: C1(P(C2C=CC=CC=2)C2C=CC=CC=2)C=CC=CC=1.N(C(OC(C)C)=O)=NC(OC(C)C)=O.[OH:34][C:35]1[CH:44]=[CH:43][CH:42]=[C:41]2[C:36]=1[CH:37]=[CH:38][CH:39]=[N:40]2.[C:45]([O:50][CH3:51])(=[O:49])[C@@H:46]([CH3:48])O.